From a dataset of Forward reaction prediction with 1.9M reactions from USPTO patents (1976-2016). Predict the product of the given reaction. (1) Given the reactants C1N=CN(C(N2C=NC=C2)=O)C=1.[O:13]1[C:17]2([CH2:22][CH2:21][CH:20]([C:23]([OH:25])=O)[CH2:19][CH2:18]2)[O:16][CH2:15][CH2:14]1.C(=O)=O.Cl.[CH3:30][O:31][NH:32][CH3:33], predict the reaction product. The product is: [CH3:30][O:31][N:32]([CH3:33])[C:23]([CH:20]1[CH2:19][CH2:18][C:17]2([O:13][CH2:14][CH2:15][O:16]2)[CH2:22][CH2:21]1)=[O:25]. (2) Given the reactants [OH:1][CH2:2][C:3]1[N:4]([CH2:17][CH2:18][CH2:19][NH:20]C(=O)OC(C)(C)C)[C:5](=[N:8][C:9]2[CH:14]=[CH:13][C:12]([O:15][CH3:16])=[CH:11][N:10]=2)[S:6][CH:7]=1.NCCCN1C(CO[CH2:39][C:40]2[CH:45]=[CH:44][CH:43]=[CH:42][CH:41]=2)=CSC1=NC1C=CC(OC(F)(F)F)=CC=1.Cl, predict the reaction product. The product is: [NH2:20][CH2:19][CH2:18][CH2:17][N:4]1[C:3]([CH2:2][O:1][CH2:39][C:40]2[CH:45]=[CH:44][CH:43]=[CH:42][CH:41]=2)=[CH:7][S:6][C:5]1=[N:8][C:9]1[CH:14]=[CH:13][C:12]([O:15][CH3:16])=[CH:11][N:10]=1. (3) Given the reactants [CH:1]([NH2:4])([CH3:3])[CH3:2].[Cl:5][C:6]1[C:7]([C:17]2[C:22]([F:23])=[CH:21][C:20]([F:24])=[CH:19][C:18]=2[F:25])=[C:8](Cl)[C:9]2[N:10]=[N:11][CH:12]=[CH:13][C:14]=2[N:15]=1.CC(N(C)C)=O, predict the reaction product. The product is: [Cl:5][C:6]1[C:7]([C:17]2[C:22]([F:23])=[CH:21][C:20]([F:24])=[CH:19][C:18]=2[F:25])=[C:8]([NH:4][CH:1]([CH3:3])[CH3:2])[C:9]2[N:10]=[N:11][CH:12]=[CH:13][C:14]=2[N:15]=1.